Dataset: Reaction yield outcomes from USPTO patents with 853,638 reactions. Task: Predict the reaction yield, written as a fraction of the theoretical maximum amount of product (1.0 means a 100% yield; for example, 0.34 means a 34% yield). The yield is 0.690. The product is [CH3:21][N:7]1[C:8]2[C:9]3[CH2:10][CH2:11][CH2:12][NH:13][C:14]=3[CH:15]=[CH:16][C:17]=2[NH:18][C:4](=[O:3])[C:5]1=[O:6]. The catalyst is C(O)(=O)C.[Pd]. The reactants are C([O:3][C:4](=O)[C:5]([N:7]([CH3:21])[C:8]1[C:17]([N+:18]([O-])=O)=[CH:16][CH:15]=[C:14]2[C:9]=1[CH2:10][CH2:11][CH2:12][NH:13]2)=[O:6])C.